From a dataset of Reaction yield outcomes from USPTO patents with 853,638 reactions. Predict the reaction yield, written as a fraction of the theoretical maximum amount of product (1.0 means a 100% yield; for example, 0.34 means a 34% yield). (1) The reactants are [F:1][C:2]([F:7])([F:6])[CH:3](O)O.[CH3:8][N+:9]([O-:11])=[O:10].C([O-])([O-])=O.[Na+].[Na+].O=P12OP3(OP(OP(O3)(O1)=O)(=O)O2)=O. The catalyst is O. The product is [F:1][C:2]([F:7])([F:6])[CH:3]=[CH:8][N+:9]([O-:11])=[O:10]. The yield is 0.100. (2) The reactants are Cl[C:2]1[CH:9]=[CH:8][C:5]([C:6]#[N:7])=[CH:4][C:3]=1[N+:10]([O-:12])=[O:11].C(=O)([O-])[O-].[Cs+].[Cs+].[CH:19]([C:22]1[C:30]2[C:25](=[CH:26][CH:27]=[CH:28][C:29]=2[N:31]2[CH:35]=[C:34]([C:36]3[CH:37]=[N:38][CH:39]=[CH:40][CH:41]=3)[N:33]=[CH:32]2)[NH:24][N:23]=1)([CH3:21])[CH3:20]. The catalyst is C(#N)C. The product is [CH:19]([C:22]1[C:30]2[C:25](=[CH:26][CH:27]=[CH:28][C:29]=2[N:31]2[CH:35]=[C:34]([C:36]3[CH:37]=[N:38][CH:39]=[CH:40][CH:41]=3)[N:33]=[CH:32]2)[N:24]([C:2]2[CH:9]=[CH:8][C:5]([C:6]#[N:7])=[CH:4][C:3]=2[N+:10]([O-:12])=[O:11])[N:23]=1)([CH3:21])[CH3:20]. The yield is 0.640. (3) The reactants are [NH2:1][C:2]1[C:12]([N+:13]([O-:15])=[O:14])=[CH:11][C:5]([C:6]([O:8][CH2:9][CH3:10])=[O:7])=[CH:4][C:3]=1[Br:16].C(N(CC)C(C)C)(C)C.[F:26][C:27]([F:38])([F:37])[C:28](O[C:28](=[O:29])[C:27]([F:38])([F:37])[F:26])=[O:29].O. The catalyst is C(Cl)Cl. The product is [Br:16][C:3]1[CH:4]=[C:5]([CH:11]=[C:12]([N+:13]([O-:15])=[O:14])[C:2]=1[NH:1][C:28](=[O:29])[C:27]([F:38])([F:37])[F:26])[C:6]([O:8][CH2:9][CH3:10])=[O:7]. The yield is 0.820. (4) The catalyst is CN(C=O)C.CO. The reactants are CCN(C(C)C)C(C)C.[F:10][C:11]1[CH:16]=[CH:15][C:14]([C:17]2[O:18][C:19]3[CH:29]=[CH:28][C:27]([C:30]4[CH:31]=[C:32]([CH:42]=[CH:43][CH:44]=4)[C:33]([NH:35][C:36]([CH3:41])([CH3:40])[C:37]([OH:39])=O)=[O:34])=[CH:26][C:20]=3[C:21]=2[C:22](=[O:25])[NH:23][CH3:24])=[CH:13][CH:12]=1.[CH3:45][C:46]1[CH:50]=[C:49]([NH2:51])[O:48][N:47]=1.[H-].[Na+]. The yield is 0.110. The product is [F:10][C:11]1[CH:16]=[CH:15][C:14]([C:17]2[O:18][C:19]3[CH:29]=[CH:28][C:27]([C:30]4[CH:44]=[CH:43][CH:42]=[C:32]([C:33](=[O:34])[NH:35][C:36]([CH3:41])([CH3:40])[C:37]([NH:51][C:49]5[O:48][N:47]=[C:46]([CH3:45])[CH:50]=5)=[O:39])[CH:31]=4)=[CH:26][C:20]=3[C:21]=2[C:22]([NH:23][CH3:24])=[O:25])=[CH:13][CH:12]=1. (5) The reactants are [Cl:1][C:2]1[CH:7]=[C:6]([C:8]([F:11])([F:10])[F:9])[CH:5]=[C:4]([I:12])[C:3]=1N.Cl.N([O-])=O.[Na+].[PH2](O)=O. The catalyst is O. The product is [Cl:1][C:2]1[CH:7]=[C:6]([C:8]([F:9])([F:10])[F:11])[CH:5]=[C:4]([I:12])[CH:3]=1. The yield is 0.660. (6) The reactants are ClC(Cl)(O[C:5](=[O:11])OC(Cl)(Cl)Cl)Cl.[Si:13]([O:20][CH2:21][C:22]([OH:34])([CH3:33])[C:23]([O:25][CH2:26][C:27]1[CH:32]=[CH:31][CH:30]=[CH:29][CH:28]=1)=[O:24])([C:16]([CH3:19])([CH3:18])[CH3:17])([CH3:15])[CH3:14].[CH3:35][NH:36][CH3:37]. The product is [Si:13]([O:20][CH2:21][C:22]([O:34][C:5](=[O:11])[N:36]([CH3:37])[CH3:35])([CH3:33])[C:23]([O:25][CH2:26][C:27]1[CH:32]=[CH:31][CH:30]=[CH:29][CH:28]=1)=[O:24])([C:16]([CH3:19])([CH3:18])[CH3:17])([CH3:15])[CH3:14]. The yield is 0.820. The catalyst is CN(C1C=CN=CC=1)C.C(Cl)Cl. (7) The product is [NH2:17][C:15]1[CH:14]=[C:13]([CH3:20])[C:12]([NH:22][S:23]([C:26]2[CH:31]=[CH:30][C:29]([CH3:32])=[CH:28][CH:27]=2)(=[O:25])=[O:24])=[C:11]([CH3:9])[CH:16]=1. The catalyst is O.O1CCCC1. The reactants are S(S([O-])=O)([O-])=O.[Na+].[Na+].[CH2:9]([C:11]1[CH:16]=[C:15]([N+:17]([O-])=O)[CH:14]=[C:13]([CH2:20]C)[C:12]=1[NH:22][S:23]([C:26]1[CH:31]=[CH:30][C:29]([CH3:32])=[CH:28][CH:27]=1)(=[O:25])=[O:24])C.C(=O)([O-])[O-].[K+].[K+]. The yield is 0.250.